From a dataset of Forward reaction prediction with 1.9M reactions from USPTO patents (1976-2016). Predict the product of the given reaction. (1) Given the reactants [F:1][C:2]1[CH:7]=[CH:6][C:5]([C:8]2[N:12]=[N:11][N:10]([CH3:13])[C:9]=2[C:14]2[N:15]=[CH:16][N:17]([C:19]3[CH:27]=[CH:26][C:22]([C:23]([OH:25])=O)=[CH:21][CH:20]=3)[CH:18]=2)=[CH:4][CH:3]=1.C([O-])(=O)C([O-])=O.[CH2:34]1[C:37]2([CH2:40][NH2+:39][CH2:38]2)[CH2:36][O:35]1.[CH2:34]1[C:37]2([CH2:40][NH2+:39][CH2:38]2)[CH2:36][O:35]1, predict the reaction product. The product is: [F:1][C:2]1[CH:7]=[CH:6][C:5]([C:8]2[N:12]=[N:11][N:10]([CH3:13])[C:9]=2[C:14]2[N:15]=[CH:16][N:17]([C:19]3[CH:20]=[CH:21][C:22]([C:23]([N:39]4[CH2:40][C:37]5([CH2:34][O:35][CH2:36]5)[CH2:38]4)=[O:25])=[CH:26][CH:27]=3)[CH:18]=2)=[CH:4][CH:3]=1. (2) Given the reactants [OH-].[Na+].C[O:4][C:5](=[O:20])[C:6]1[CH:11]=[CH:10][CH:9]=[CH:8][C:7]=1[CH:12]=[C:13]1[CH2:18][CH2:17][N:16]([CH3:19])[CH2:15][CH2:14]1.Cl, predict the reaction product. The product is: [CH3:19][N:16]1[CH2:17][CH2:18][C:13](=[CH:12][C:7]2[CH:8]=[CH:9][CH:10]=[CH:11][C:6]=2[C:5]([OH:20])=[O:4])[CH2:14][CH2:15]1. (3) Given the reactants C(OC([N:8]1[CH2:14][CH2:13][CH2:12][N:11]([C:15]2[CH:16]=[C:17]([CH2:25][CH3:26])[CH:18]=[C:19]3[C:24]=2[N:23]=[CH:22][CH:21]=[CH:20]3)[CH2:10][CH2:9]1)=O)(C)(C)C.[ClH:27], predict the reaction product. The product is: [ClH:27].[ClH:27].[N:11]1([C:15]2[CH:16]=[C:17]([CH2:25][CH3:26])[CH:18]=[C:19]3[C:24]=2[N:23]=[CH:22][CH:21]=[CH:20]3)[CH2:12][CH2:13][CH2:14][NH:8][CH2:9][CH2:10]1. (4) Given the reactants [F:1][C:2]1[C:3]([N:9]2[CH:13]=[CH:12][C:11]([NH2:14])=[N:10]2)=[N:4][CH:5]=[C:6]([F:8])[CH:7]=1.C(N(CC)CC)C.[F:22][C:23]1[CH:31]=[CH:30][CH:29]=[C:28]([F:32])[C:24]=1[C:25](Cl)=[O:26], predict the reaction product. The product is: [F:1][C:2]1[C:3]([N:9]2[CH:13]=[CH:12][C:11]([NH:14][C:25](=[O:26])[C:24]3[C:23]([F:22])=[CH:31][CH:30]=[CH:29][C:28]=3[F:32])=[N:10]2)=[N:4][CH:5]=[C:6]([F:8])[CH:7]=1. (5) Given the reactants [NH:1]1[CH2:6][CH2:5][NH:4][CH2:3][C:2]1=[O:7].[F:8][C:9]([F:14])([F:13])[C:10]([OH:12])=[O:11].[CH3:15][S:16]([OH:19])(=[O:18])=[O:17].[BH4-].[Na+].C([SiH](CC)CC)C, predict the reaction product. The product is: [NH:1]1[CH:6]=[CH:5][NH:4][CH2:3][C:2]1=[O:7].[F:8][C:9]([F:14])([F:13])[C:10]([OH:12])=[O:11].[CH3:15][S:16]([OH:19])(=[O:18])=[O:17]. (6) Given the reactants C(OC(=O)[NH:7][CH:8]([CH2:36][C:37]1[CH:42]=[CH:41][C:40]([F:43])=[CH:39][CH:38]=1)[C:9]([N:11]1[CH2:16][CH2:15][N:14]([CH:17]([C:29](=[O:32])[NH:30][CH3:31])[CH2:18][C:19]2[CH:28]=[CH:27][C:26]3[C:21](=[CH:22][CH:23]=[CH:24][CH:25]=3)[CH:20]=2)[CH2:13][CH:12]1[CH2:33][O:34][CH3:35])=[O:10])(C)(C)C.[Cl:45]CCCl, predict the reaction product. The product is: [ClH:45].[NH2:7][CH:8]([CH2:36][C:37]1[CH:42]=[CH:41][C:40]([F:43])=[CH:39][CH:38]=1)[C:9]([N:11]1[CH2:16][CH2:15][N:14]([CH:17]([CH2:18][C:19]2[CH:28]=[CH:27][C:26]3[C:21](=[CH:22][CH:23]=[CH:24][CH:25]=3)[CH:20]=2)[C:29]([NH:30][CH3:31])=[O:32])[CH2:13][CH:12]1[CH2:33][O:34][CH3:35])=[O:10]. (7) Given the reactants [C:1]([O:5][C:6](=[O:35])[NH:7][CH:8]([CH2:27][C:28]1[CH:33]=[CH:32][C:31]([Cl:34])=[CH:30][CH:29]=1)[C:9]([N:11]1[CH2:16][CH2:15][N:14]([C:17]2[C:18]3[S:25][C:24](I)=[CH:23][C:19]=3[N:20]=[CH:21][N:22]=2)[CH2:13][CH2:12]1)=[O:10])([CH3:4])([CH3:3])[CH3:2].[C:36]([Cu])#[N:37], predict the reaction product. The product is: [C:1]([O:5][C:6](=[O:35])[NH:7][CH:8]([CH2:27][C:28]1[CH:33]=[CH:32][C:31]([Cl:34])=[CH:30][CH:29]=1)[C:9]([N:11]1[CH2:16][CH2:15][N:14]([C:17]2[C:18]3[S:25][C:24]([C:36]#[N:37])=[CH:23][C:19]=3[N:20]=[CH:21][N:22]=2)[CH2:13][CH2:12]1)=[O:10])([CH3:4])([CH3:3])[CH3:2]. (8) Given the reactants [C-]#N.[Na+].Cl[C:5]1[N:10]=[C:9]([C:11]2[CH:16]=[C:15]([C:17]([CH3:20])([CH3:19])[CH3:18])[CH:14]=[C:13]([C:21]([CH3:24])([CH3:23])[CH3:22])[CH:12]=2)[C:8]([CH:25]=[C:26]2[CH2:31][CH2:30][CH2:29][CH2:28][CH2:27]2)=[CH:7][N:6]=1.C1N2CC[N:34](CC2)[CH2:33]1, predict the reaction product. The product is: [C:26]1(=[CH:25][C:8]2[C:9]([C:11]3[CH:16]=[C:15]([C:17]([CH3:20])([CH3:19])[CH3:18])[CH:14]=[C:13]([C:21]([CH3:24])([CH3:23])[CH3:22])[CH:12]=3)=[N:10][C:5]([C:33]#[N:34])=[N:6][CH:7]=2)[CH2:31][CH2:30][CH2:29][CH2:28][CH2:27]1. (9) Given the reactants [C:1]([O:5][CH:6]([C:11]1[C:12]([CH3:38])=[N:13][C:14]2[CH2:15][CH2:16][N:17](C(OCC3C=CC=CC=3)=O)[CH2:18][C:19]=2[C:20]=1[C:21]1[CH:26]=[CH:25][C:24]([CH3:27])=[CH:23][CH:22]=1)[C:7]([O:9][CH3:10])=[O:8])([CH3:4])([CH3:3])[CH3:2].[ClH:39], predict the reaction product. The product is: [ClH:39].[ClH:39].[C:1]([O:5][CH:6]([C:11]1[C:12]([CH3:38])=[N:13][C:14]2[CH2:15][CH2:16][NH:17][CH2:18][C:19]=2[C:20]=1[C:21]1[CH:22]=[CH:23][C:24]([CH3:27])=[CH:25][CH:26]=1)[C:7]([O:9][CH3:10])=[O:8])([CH3:4])([CH3:3])[CH3:2]. (10) Given the reactants [NH2:1][CH2:2][CH:3]1[CH2:8][CH2:7][CH:6]([CH2:9][NH2:10])[CH2:5][CH2:4]1.[S:11]1[C:15]([C:16]2[CH:21]=[CH:20][N:19]=[C:18](Cl)[N:17]=2)=[CH:14][C:13]2[CH:23]=[CH:24][CH:25]=[CH:26][C:12]1=2, predict the reaction product. The product is: [NH2:1][CH2:2][C@@H:3]1[CH2:8][CH2:7][C@H:6]([CH2:9][NH:10][C:18]2[N:17]=[C:16]([C:15]3[S:11][C:12]4[CH:26]=[CH:25][CH:24]=[CH:23][C:13]=4[CH:14]=3)[CH:21]=[CH:20][N:19]=2)[CH2:5][CH2:4]1.